This data is from Full USPTO retrosynthesis dataset with 1.9M reactions from patents (1976-2016). The task is: Predict the reactants needed to synthesize the given product. (1) Given the product [C:41]([O:40][C:38]([N:31]1[C:27]2=[N:28][CH:29]=[CH:30][C:25]([CH2:23][NH:15][C@H:16]([CH:20]3[CH2:22][CH2:21]3)[C:17]([OH:19])=[O:18])=[C:26]2[C:33]([C:34]([O:36][CH3:37])=[O:35])=[CH:32]1)=[O:39])([CH3:44])([CH3:43])[CH3:42], predict the reactants needed to synthesize it. The reactants are: C(O[BH-](OC(=O)C)OC(=O)C)(=O)C.[Na+].[NH2:15][C@H:16]([CH:20]1[CH2:22][CH2:21]1)[C:17]([OH:19])=[O:18].[CH:23]([C:25]1[CH:30]=[CH:29][N:28]=[C:27]2[N:31]([C:38]([O:40][C:41]([CH3:44])([CH3:43])[CH3:42])=[O:39])[CH:32]=[C:33]([C:34]([O:36][CH3:37])=[O:35])[C:26]=12)=O. (2) Given the product [F:9][C:10]([F:21])([F:20])[C:11]([NH:8][CH2:7][C:2]1[CH:3]=[N:4][CH:5]=[CH:6][N:1]=1)=[O:12], predict the reactants needed to synthesize it. The reactants are: [N:1]1[CH:6]=[CH:5][N:4]=[CH:3][C:2]=1[CH2:7][NH2:8].[F:9][C:10]([F:21])([F:20])[C:11](O[C:11](=[O:12])[C:10]([F:21])([F:20])[F:9])=[O:12]. (3) Given the product [CH3:9][C:3]1[CH:4]=[CH:5][CH:6]=[C:7]2[C:2]=1[NH:1][C:11](=[O:12])[CH:10]=[N:8]2, predict the reactants needed to synthesize it. The reactants are: [NH2:1][C:2]1[C:7]([NH2:8])=[CH:6][CH:5]=[CH:4][C:3]=1[CH3:9].[C:10](OCC)(=O)[CH:11]=[O:12]. (4) Given the product [CH3:24][C:23]([O:22][C:20](=[O:21])[CH2:19][CH2:18][NH:17][C:3]1[C:2]([Br:1])=[CH:7][N:6]=[C:5]([Cl:8])[N:4]=1)([CH3:26])[CH3:25], predict the reactants needed to synthesize it. The reactants are: [Br:1][C:2]1[C:3](Cl)=[N:4][C:5]([Cl:8])=[N:6][CH:7]=1.C(N(CC)CC)C.[NH2:17][CH2:18][CH2:19][C:20]([O:22][C:23]([CH3:26])([CH3:25])[CH3:24])=[O:21].Cl. (5) Given the product [Cl:3][CH:11]([CH2:12][CH2:13][CH3:14])[CH3:10].[S:16]([Cl:19])([Cl:18])=[O:17].[N:20]1[CH:25]=[CH:24][CH:23]=[CH:22][CH:21]=1.[N:1]1[C:8]([Cl:9])=[N:7][C:5]([Cl:6])=[N:4][C:2]=1[Cl:3], predict the reactants needed to synthesize it. The reactants are: [N:1]1[C:8]([Cl:9])=[N:7][C:5]([Cl:6])=[N:4][C:2]=1[Cl:3].[CH3:10][CH:11](O)[CH2:12][CH2:13][CH3:14].[S:16]([Cl:19])([Cl:18])=[O:17].[N:20]1[CH:25]=[CH:24][CH:23]=[CH:22][CH:21]=1.Cl.